This data is from Reaction yield outcomes from USPTO patents with 853,638 reactions. The task is: Predict the reaction yield, written as a fraction of the theoretical maximum amount of product (1.0 means a 100% yield; for example, 0.34 means a 34% yield). (1) The reactants are CN(C)[CH:3]=[CH:4][C:5]([C:7]1[N:14]2[C:10]([O:11][CH:12]=[CH:13]2)=[N:9][C:8]=1[C:15]1[CH:20]=[CH:19][CH:18]=[CH:17][C:16]=1[Cl:21])=O.Cl.[N:24]12[CH2:31][CH2:30][CH:27]([CH2:28][CH2:29]1)[C@@H:26]([NH:32][C:33]([NH2:35])=[NH:34])[CH2:25]2.[O-]CC.[Na+]. The catalyst is C(O)C. The product is [Cl:21][C:16]1[CH:17]=[CH:18][CH:19]=[CH:20][C:15]=1[C:8]1[N:9]=[C:10]2[N:14]([C:7]=1[C:5]1[CH:4]=[CH:3][N:35]=[C:33]([NH:32][C@@H:26]3[CH:27]4[CH2:28][CH2:29][N:24]([CH2:31][CH2:30]4)[CH2:25]3)[N:34]=1)[CH:13]=[CH:12][O:11]2. The yield is 0.780. (2) The reactants are Cl.C(N=C=NCCCN(C)C)C.[O:13]1[CH:17]=[CH:16][C:15]([C:18]2[CH:19]=[C:20]([CH:26]=[CH:27][CH:28]=2)[O:21][CH2:22][C:23]([OH:25])=O)=[CH:14]1.[NH2:29][C:30]1[CH:39]=[CH:38][C:37]([Br:40])=[CH:36][C:31]=1[C:32]([O:34][CH3:35])=[O:33].ON1C2C=CC=CC=2N=N1.CN1C=CN=C1. The catalyst is O.CC(N(C)C)=O. The product is [Br:40][C:37]1[CH:38]=[CH:39][C:30]([NH:29][C:23](=[O:25])[CH2:22][O:21][C:20]2[CH:26]=[CH:27][CH:28]=[C:18]([C:15]3[CH:16]=[CH:17][O:13][CH:14]=3)[CH:19]=2)=[C:31]([CH:36]=1)[C:32]([O:34][CH3:35])=[O:33]. The yield is 0.810. (3) The reactants are [F:1][C:2]([F:30])([F:29])[C@H:3]([N:7]1[CH:11]=[C:10]([C:12]2[C:13]3[CH:20]=[CH:19][N:18]([CH2:21][O:22][CH2:23][CH2:24][Si:25]([CH3:28])([CH3:27])[CH3:26])[C:14]=3[N:15]=[CH:16][N:17]=2)[CH:9]=[N:8]1)[CH2:4][C:5]#N.[H-].C([Al+]CC(C)C)C(C)C.C[OH:42].Cl. The catalyst is C(Cl)Cl.O. The product is [F:1][C:2]([F:29])([F:30])[C@H:3]([N:7]1[CH:11]=[C:10]([C:12]2[C:13]3[CH:20]=[CH:19][N:18]([CH2:21][O:22][CH2:23][CH2:24][Si:25]([CH3:26])([CH3:27])[CH3:28])[C:14]=3[N:15]=[CH:16][N:17]=2)[CH:9]=[N:8]1)[CH2:4][CH:5]=[O:42]. The yield is 0.470. (4) The reactants are [CH3:1][O:2][C:3]1[CH:12]=[C:11](F)[CH:10]=[CH:9][C:4]=1[C:5]([O:7][CH3:8])=[O:6].C([O-])([O-])=O.[K+].[K+].[CH3:20][N:21]1[CH2:26][CH2:25][NH:24][CH2:23][CH2:22]1. The catalyst is CS(C)=O.C(Cl)Cl. The product is [CH3:1][O:2][C:3]1[CH:12]=[C:11]([N:24]2[CH2:25][CH2:26][N:21]([CH3:20])[CH2:22][CH2:23]2)[CH:10]=[CH:9][C:4]=1[C:5]([O:7][CH3:8])=[O:6]. The yield is 0.660. (5) The reactants are [F:1][C:2]1([F:46])[C:10]2[C:5](=[CH:6][CH:7]=[CH:8][CH:9]=2)[N:4]([CH2:11][CH2:12][CH2:13][N:14]2[CH2:44][CH2:43][C:17]3([N:21]([C:22]4[CH:27]=[CH:26][CH:25]=[CH:24][CH:23]=4)[CH2:20][N:19]([CH2:28][C:29]4[CH:30]=[C:31]([CH:39]=[CH:40][CH:41]=4)[C:32]([O:34]C(C)(C)C)=[O:33])[C:18]3=[O:42])[CH2:16][CH2:15]2)[C:3]1=[O:45]. The catalyst is Cl.O1CCOCC1. The product is [F:46][C:2]1([F:1])[C:10]2[C:5](=[CH:6][CH:7]=[CH:8][CH:9]=2)[N:4]([CH2:11][CH2:12][CH2:13][N:14]2[CH2:15][CH2:16][C:17]3([N:21]([C:22]4[CH:23]=[CH:24][CH:25]=[CH:26][CH:27]=4)[CH2:20][N:19]([CH2:28][C:29]4[CH:30]=[C:31]([CH:39]=[CH:40][CH:41]=4)[C:32]([OH:34])=[O:33])[C:18]3=[O:42])[CH2:43][CH2:44]2)[C:3]1=[O:45]. The yield is 0.420. (6) The reactants are CO.CN1[C:8](=[O:9])CCC1.[H-].[Na+].Br[C:13]1[N:18]=[C:17]2[N:19]([C@H:23]([C:25]3[CH:30]=[CH:29][CH:28]=[CH:27][CH:26]=3)[CH3:24])[C:20]([OH:22])=[N:21][C:16]2=[N:15][CH:14]=1. The catalyst is CCOC(C)=O. The product is [CH3:8][O:9][C:13]1[N:18]=[C:17]2[N:19]([C@H:23]([C:25]3[CH:30]=[CH:29][CH:28]=[CH:27][CH:26]=3)[CH3:24])[C:20]([OH:22])=[N:21][C:16]2=[N:15][CH:14]=1. The yield is 0.290.